From a dataset of NCI-60 drug combinations with 297,098 pairs across 59 cell lines. Regression. Given two drug SMILES strings and cell line genomic features, predict the synergy score measuring deviation from expected non-interaction effect. (1) Drug 1: C1=CN(C(=O)N=C1N)C2C(C(C(O2)CO)O)O.Cl. Drug 2: CC1=C2C(C(=O)C3(C(CC4C(C3C(C(C2(C)C)(CC1OC(=O)C(C(C5=CC=CC=C5)NC(=O)C6=CC=CC=C6)O)O)OC(=O)C7=CC=CC=C7)(CO4)OC(=O)C)O)C)OC(=O)C. Cell line: 786-0. Synergy scores: CSS=4.56, Synergy_ZIP=-2.69, Synergy_Bliss=0.871, Synergy_Loewe=-1.80, Synergy_HSA=1.68. (2) Drug 1: CNC(=O)C1=CC=CC=C1SC2=CC3=C(C=C2)C(=NN3)C=CC4=CC=CC=N4. Drug 2: CC1C(C(CC(O1)OC2CC(OC(C2O)C)OC3=CC4=CC5=C(C(=O)C(C(C5)C(C(=O)C(C(C)O)O)OC)OC6CC(C(C(O6)C)O)OC7CC(C(C(O7)C)O)OC8CC(C(C(O8)C)O)(C)O)C(=C4C(=C3C)O)O)O)O. Cell line: BT-549. Synergy scores: CSS=14.6, Synergy_ZIP=32.9, Synergy_Bliss=31.9, Synergy_Loewe=30.8, Synergy_HSA=30.3. (3) Drug 1: CC=C1C(=O)NC(C(=O)OC2CC(=O)NC(C(=O)NC(CSSCCC=C2)C(=O)N1)C(C)C)C(C)C. Drug 2: B(C(CC(C)C)NC(=O)C(CC1=CC=CC=C1)NC(=O)C2=NC=CN=C2)(O)O. Cell line: EKVX. Synergy scores: CSS=42.0, Synergy_ZIP=0.994, Synergy_Bliss=1.25, Synergy_Loewe=-3.03, Synergy_HSA=-2.61. (4) Drug 1: C1=CC(=CC=C1CCC2=CNC3=C2C(=O)NC(=N3)N)C(=O)NC(CCC(=O)O)C(=O)O. Drug 2: CC1=C(C(=O)C2=C(C1=O)N3CC4C(C3(C2COC(=O)N)OC)N4)N. Cell line: MDA-MB-435. Synergy scores: CSS=24.9, Synergy_ZIP=-4.63, Synergy_Bliss=1.65, Synergy_Loewe=1.18, Synergy_HSA=3.89. (5) Drug 1: C1=NC2=C(N=C(N=C2N1C3C(C(C(O3)CO)O)F)Cl)N. Drug 2: CN(C(=O)NC(C=O)C(C(C(CO)O)O)O)N=O. Cell line: UACC62. Synergy scores: CSS=5.88, Synergy_ZIP=-1.09, Synergy_Bliss=0.124, Synergy_Loewe=-0.942, Synergy_HSA=-1.05. (6) Drug 2: CC1OCC2C(O1)C(C(C(O2)OC3C4COC(=O)C4C(C5=CC6=C(C=C35)OCO6)C7=CC(=C(C(=C7)OC)O)OC)O)O. Drug 1: CC1C(C(CC(O1)OC2CC(CC3=C2C(=C4C(=C3O)C(=O)C5=C(C4=O)C(=CC=C5)OC)O)(C(=O)CO)O)N)O.Cl. Cell line: HS 578T. Synergy scores: CSS=42.4, Synergy_ZIP=5.82, Synergy_Bliss=5.66, Synergy_Loewe=12.7, Synergy_HSA=13.3.